Dataset: Reaction yield outcomes from USPTO patents with 853,638 reactions. Task: Predict the reaction yield, written as a fraction of the theoretical maximum amount of product (1.0 means a 100% yield; for example, 0.34 means a 34% yield). The reactants are [C:1]([O:7][C@H:8]([C:25]1[CH:30]=[CH:29][CH:28]=[CH:27][CH:26]=1)[CH2:9][NH:10][C:11]([C@@H:13]([CH2:22][CH:23]=[CH2:24])[CH2:14][C:15]([O:17][C:18]([CH3:21])([CH3:20])[CH3:19])=[O:16])=[O:12])(=[O:6])[CH2:2][CH2:3]C=C. The catalyst is C1(C)C=CC=CC=1.Cl[Ru](=C1N(C2C(C)=CC(C)=CC=2C)CCN1C1C(C)=CC(C)=CC=1C)(Cl)(=CC1C=CC=CC=1)[P](C1CCCCC1)(C1CCCCC1)C1CCCCC1.C(Cl)Cl. The product is [O:12]=[C:11]1[C@H:13]([CH2:14][C:15]([O:17][C:18]([CH3:19])([CH3:21])[CH3:20])=[O:16])[CH2:22][CH:23]=[CH:24][CH2:3][CH2:2][C:1](=[O:6])[O:7][C@H:8]([C:25]2[CH:26]=[CH:27][CH:28]=[CH:29][CH:30]=2)[CH2:9][NH:10]1. The yield is 0.730.